Dataset: Forward reaction prediction with 1.9M reactions from USPTO patents (1976-2016). Task: Predict the product of the given reaction. (1) Given the reactants [OH:1][C:2]1[CH:11]=[CH:10][C:5]([C:6]([O:8][CH3:9])=[O:7])=[CH:4][CH:3]=1.F[C:13]1[CH:18]=[CH:17][CH:16]=[CH:15][C:14]=1[N+:19]([O-:21])=[O:20].[CH3:22][O:23][C:24]([C:26]1[CH:39]=[CH:38][C:29]([O:30][C:31]2[CH:37]=[CH:36][CH:35]=[CH:34][C:32]=2[NH2:33])=[CH:28][CH:27]=1)=[O:25].[NH2:40][C:41]1[S:42][CH:43]=[CH:44][N:45]=1, predict the reaction product. The product is: [CH3:9][O:8][C:6]([C:5]1[CH:4]=[CH:3][C:2]([O:1][C:13]2[CH:18]=[CH:17][CH:16]=[CH:15][C:14]=2[N+:19]([O-:21])=[O:20])=[CH:11][CH:10]=1)=[O:7].[CH3:22][O:23][C:24]([C:26]1[CH:39]=[CH:38][C:29]([O:30][C:31]2[CH:37]=[CH:36][CH:35]=[CH:34][C:32]=2[NH:33][C:2]([NH:40][C:41]2[S:42][CH:43]=[CH:44][N:45]=2)=[O:1])=[CH:28][CH:27]=1)=[O:25]. (2) Given the reactants [OH:1][CH:2]([C:13]1[CH:18]=[CH:17][CH:16]=[C:15]([NH:19][S:20]([CH:23]([CH2:27][CH2:28][CH3:29])[CH2:24][CH2:25][CH3:26])(=[O:22])=[O:21])[CH:14]=1)[CH2:3][CH2:4][NH:5][C:6](=[O:12])[O:7][C:8]([CH3:11])([CH3:10])[CH3:9].C1C=C[NH+]=CC=1.[O-][Cr](Cl)(=O)=O, predict the reaction product. The product is: [O:1]=[C:2]([C:13]1[CH:18]=[CH:17][CH:16]=[C:15]([NH:19][S:20]([CH:23]([CH2:27][CH2:28][CH3:29])[CH2:24][CH2:25][CH3:26])(=[O:22])=[O:21])[CH:14]=1)[CH2:3][CH2:4][NH:5][C:6](=[O:12])[O:7][C:8]([CH3:11])([CH3:10])[CH3:9]. (3) Given the reactants [CH3:1][N:2]([CH3:35])[C:3]([C:5]1[CH:10]=[CH:9][C:8]([N:11]2[C:20]3[C:15](=[N:16][CH:17]=[C:18]([CH2:21][C:22]4[CH:27]=[CH:26][C:25]([F:28])=[CH:24][CH:23]=4)[CH:19]=3)[C:14]([OH:29])=[C:13]([C:30](OC)=[O:31])[C:12]2=[O:34])=[CH:7][CH:6]=1)=[O:4].[NH2:36][CH2:37][CH2:38][CH2:39][N:40]1[CH2:44][CH2:43][CH2:42][C:41]1=[O:45], predict the reaction product. The product is: [CH3:1][N:2]([CH3:35])[C:3]([C:5]1[CH:6]=[CH:7][C:8]([N:11]2[C:20]3[C:15](=[N:16][CH:17]=[C:18]([CH2:21][C:22]4[CH:27]=[CH:26][C:25]([F:28])=[CH:24][CH:23]=4)[CH:19]=3)[C:14]([OH:29])=[C:13]([C:30]([NH:36][CH2:37][CH2:38][CH2:39][N:40]3[CH2:44][CH2:43][CH2:42][C:41]3=[O:45])=[O:31])[C:12]2=[O:34])=[CH:9][CH:10]=1)=[O:4]. (4) Given the reactants [F:1][C:2]1[CH:13]=[C:12]([CH2:14][OH:15])[C:5]2[O:6][C:7]([CH3:11])([CH3:10])[O:8][CH2:9][C:4]=2[CH:3]=1.[O-]Cl.[Na+].C([O-])(O)=O.[Na+], predict the reaction product. The product is: [F:1][C:2]1[CH:13]=[C:12]([CH:14]=[O:15])[C:5]2[O:6][C:7]([CH3:11])([CH3:10])[O:8][CH2:9][C:4]=2[CH:3]=1.